From a dataset of Forward reaction prediction with 1.9M reactions from USPTO patents (1976-2016). Predict the product of the given reaction. (1) Given the reactants [NH2:1][C:2]([C:4]1[N:5]=[C:6]([C:9]2[CH:10]=[C:11]3[C:16](=[CH:17][CH:18]=2)[C:15](=[O:19])[N:14]([CH2:20][CH:21]([CH3:23])[CH3:22])[C:13]([CH2:24][NH:25][C:26](=[O:32])[O:27][C:28]([CH3:31])([CH3:30])[CH3:29])=[C:12]3[C:33]2[CH:38]=[CH:37][CH:36]=[CH:35][CH:34]=2)[S:7][CH:8]=1)=O.N1C(Cl)=NC(Cl)=NC=1Cl.CN(C)C=O, predict the reaction product. The product is: [C:2]([C:4]1[N:5]=[C:6]([C:9]2[CH:10]=[C:11]3[C:16](=[CH:17][CH:18]=2)[C:15](=[O:19])[N:14]([CH2:20][CH:21]([CH3:23])[CH3:22])[C:13]([CH2:24][NH:25][C:26](=[O:32])[O:27][C:28]([CH3:31])([CH3:30])[CH3:29])=[C:12]3[C:33]2[CH:34]=[CH:35][CH:36]=[CH:37][CH:38]=2)[S:7][CH:8]=1)#[N:1]. (2) Given the reactants C1(C(C2C=CC=CC=2)(C2C=CC=CC=2)[N:8]2[CH:12]=[C:11]([C:13]3[CH:14]=[CH:15][C:16]4[N:17]([CH:19]=[C:20]([C:22]([NH:24][C:25]5[CH:29]=[CH:28][O:27][N:26]=5)=[O:23])[N:21]=4)[CH:18]=3)[N:10]=[CH:9]2)C=CC=CC=1.Cl.C(=O)([O-])[O-].[Na+].[Na+], predict the reaction product. The product is: [NH:8]1[CH:12]=[C:11]([C:13]2[CH:14]=[CH:15][C:16]3[N:17]([CH:19]=[C:20]([C:22]([NH:24][C:25]4[CH:29]=[CH:28][O:27][N:26]=4)=[O:23])[N:21]=3)[CH:18]=2)[N:10]=[CH:9]1. (3) Given the reactants [Cl:1][C:2]1[CH:3]=[CH:4][C:5]2[C:11](=[O:12])[CH2:10][CH2:9][CH2:8][NH:7][C:6]=2[CH:13]=1.N1C=CC=CC=1.Cl[C:21]([O:23][CH2:24][C:25]1[CH:30]=[CH:29][CH:28]=[CH:27][CH:26]=1)=[O:22], predict the reaction product. The product is: [Cl:1][C:2]1[CH:3]=[CH:4][C:5]2[C:11](=[O:12])[CH2:10][CH2:9][CH2:8][N:7]([C:21]([O:23][CH2:24][C:25]3[CH:30]=[CH:29][CH:28]=[CH:27][CH:26]=3)=[O:22])[C:6]=2[CH:13]=1. (4) Given the reactants [N:1]1[C:8]([NH2:9])=[N:7][C:5]([NH2:6])=[N:4][C:2]=1[NH2:3].[OH2:10].[CH2:11]=O, predict the reaction product. The product is: [CH2:11]=[O:10].[N:1]1[C:8]([NH2:9])=[N:7][C:5]([NH2:6])=[N:4][C:2]=1[NH2:3]. (5) The product is: [N:37]([S:1][C:2]1[CH:35]=[CH:34][CH:33]=[CH:32][C:3]=1[C:4]([NH:6][C@@H:7]1[C:18]2[C:12](=[CH:13][CH:14]=[C:15]([S:20][CH3:21])[C:16](=[O:19])[CH:17]=2)[C:11]2[C:22]([O:30][CH3:31])=[C:23]([O:28][CH3:29])[C:24]([O:26][CH3:27])=[CH:25][C:10]=2[CH2:9][CH2:8]1)=[O:5])=[O:38]. Given the reactants [SH:1][C:2]1[CH:35]=[CH:34][CH:33]=[CH:32][C:3]=1[C:4]([NH:6][C@@H:7]1[C:18]2[C:12](=[CH:13][CH:14]=[C:15]([S:20][CH3:21])[C:16](=[O:19])[CH:17]=2)[C:11]2[C:22]([O:30][CH3:31])=[C:23]([O:28][CH3:29])[C:24]([O:26][CH3:27])=[CH:25][C:10]=2[CH2:9][CH2:8]1)=[O:5].Cl.[N:37]([O-])=[O:38].[Na+].C(=O)([O-])O.[Na+], predict the reaction product. (6) Given the reactants Cl.[Cl:2][C:3]1[C:4]([C:10]2[C:11]([C:28]3[CH:33]=[CH:32][C:31]([Cl:34])=[C:30]([O:35][CH2:36][CH2:37][CH2:38][N:39]([CH3:41])[CH3:40])[CH:29]=3)=[N:12][C:13]([C:16]([NH:18][C:19]3([C:25]([OH:27])=[O:26])[CH2:24][CH2:23][CH2:22][CH2:21][CH2:20]3)=[O:17])=[CH:14][CH:15]=2)=[N:5][CH:6]=[C:7]([Cl:9])[CH:8]=1.S(Cl)(Cl)=O.[CH3:46]O, predict the reaction product. The product is: [ClH:2].[Cl:2][C:3]1[C:4]([C:10]2[C:11]([C:28]3[CH:33]=[CH:32][C:31]([Cl:34])=[C:30]([O:35][CH2:36][CH2:37][CH2:38][N:39]([CH3:40])[CH3:41])[CH:29]=3)=[N:12][C:13]([C:16]([NH:18][C:19]3([C:25]([O:27][CH3:46])=[O:26])[CH2:20][CH2:21][CH2:22][CH2:23][CH2:24]3)=[O:17])=[CH:14][CH:15]=2)=[N:5][CH:6]=[C:7]([Cl:9])[CH:8]=1.